This data is from Catalyst prediction with 721,799 reactions and 888 catalyst types from USPTO. The task is: Predict which catalyst facilitates the given reaction. (1) Reactant: [CH3:1][O:2][C:3]1[CH:8]=[CH:7][C:6]([CH:9]2[CH2:18][CH2:17][C:16]3[CH:15]=[C:14]([O:19]C(=O)C(C)(C)C)[CH:13]=[CH:12][C:11]=3[CH2:10]2)=[C:5]([NH:26][C:27](=O)[CH2:28][C:29]2[CH:34]=[CH:33][C:32]([O:35][CH2:36][CH2:37][N:38]3[CH2:43][CH2:42][CH2:41][CH2:40][CH2:39]3)=[CH:31][CH:30]=2)[CH:4]=1.[H-].[Na+].[C:47](OCCBr)(=[O:49])[CH3:48].[Cl-].[NH4+]. Product: [OH:49][CH2:47][CH2:48][N:26]([CH2:27][CH2:28][C:29]1[CH:34]=[CH:33][C:32]([O:35][CH2:36][CH2:37][N:38]2[CH2:39][CH2:40][CH2:41][CH2:42][CH2:43]2)=[CH:31][CH:30]=1)[C:5]1[CH:4]=[C:3]([O:2][CH3:1])[CH:8]=[CH:7][C:6]=1[CH:9]1[CH2:10][CH2:11][C:16]2[CH:15]=[C:14]([OH:19])[CH:13]=[CH:12][C:17]=2[CH2:18]1. The catalyst class is: 7. (2) Reactant: Br[C:2]1[CH:3]=[CH:4][C:5]2[N:6]([C:8]([C:11]([NH:13][C:14]3[CH:19]=[C:18]([C:20]4[N:24]=[C:23]([CH3:25])[O:22][N:21]=4)[CH:17]=[CH:16][C:15]=3[CH3:26])=[O:12])=[CH:9][N:10]=2)[CH:7]=1.[CH3:27][C:28]1[C:32](B2OC(C)(C)C(C)(C)O2)=[CH:31][NH:30][N:29]=1.C(=O)([O-])[O-].[Na+].[Na+]. Product: [CH3:27][C:28]1[C:32]([C:2]2[CH:3]=[CH:4][C:5]3[N:6]([C:8]([C:11]([NH:13][C:14]4[CH:19]=[C:18]([C:20]5[N:24]=[C:23]([CH3:25])[O:22][N:21]=5)[CH:17]=[CH:16][C:15]=4[CH3:26])=[O:12])=[CH:9][N:10]=3)[CH:7]=2)=[CH:31][NH:30][N:29]=1. The catalyst class is: 75.